Predict the reaction yield, written as a fraction of the theoretical maximum amount of product (1.0 means a 100% yield; for example, 0.34 means a 34% yield). From a dataset of Reaction yield outcomes from USPTO patents with 853,638 reactions. The reactants are Br[C:2]1[CH:3]=[C:4]2[C:11]([C:12]([NH:14][CH3:15])=[O:13])=[C:10]([C:16]3[CH:21]=[CH:20][C:19]([F:22])=[CH:18][CH:17]=3)[O:9][C:5]2=[N:6][C:7]=1[Cl:8].B([C:26]1[CH:27]=[C:28]([C:31]([OH:33])=[O:32])[S:29][CH:30]=1)(O)O.C(=O)([O-])[O-].[Cs+].[Cs+]. The catalyst is C1C=CC([P]([Pd]([P](C2C=CC=CC=2)(C2C=CC=CC=2)C2C=CC=CC=2)([P](C2C=CC=CC=2)(C2C=CC=CC=2)C2C=CC=CC=2)[P](C2C=CC=CC=2)(C2C=CC=CC=2)C2C=CC=CC=2)(C2C=CC=CC=2)C2C=CC=CC=2)=CC=1. The product is [Cl:8][C:7]1[N:6]=[C:5]2[O:9][C:10]([C:16]3[CH:21]=[CH:20][C:19]([F:22])=[CH:18][CH:17]=3)=[C:11]([C:12](=[O:13])[NH:14][CH3:15])[C:4]2=[CH:3][C:2]=1[C:26]1[CH:27]=[C:28]([C:31]([OH:33])=[O:32])[S:29][CH:30]=1. The yield is 0.790.